From a dataset of Forward reaction prediction with 1.9M reactions from USPTO patents (1976-2016). Predict the product of the given reaction. (1) Given the reactants [C:1]([O:5][C:6]([N:8]([C:13]1[CH:14]=[C:15]([CH:20]=[CH:21][C:22]=1[O:23][CH3:24])[C:16]([O:18]C)=[O:17])[S:9]([CH3:12])(=[O:11])=[O:10])=[O:7])([CH3:4])([CH3:3])[CH3:2].[Li+].[OH-], predict the reaction product. The product is: [C:1]([O:5][C:6]([N:8]([C:13]1[CH:14]=[C:15]([CH:20]=[CH:21][C:22]=1[O:23][CH3:24])[C:16]([OH:18])=[O:17])[S:9]([CH3:12])(=[O:11])=[O:10])=[O:7])([CH3:4])([CH3:3])[CH3:2]. (2) Given the reactants [CH2:1]([O:3][C:4]([C@@H:6]1[CH2:10][CH2:9][CH2:8][C@@H:7]1[NH:11][CH2:12][CH2:13][C:14]([CH3:17])([CH3:16])[CH3:15])=[O:5])[CH3:2].C(OC([C@@H]1CCC[C@H]1NCCC(C)(C)C)=O)C, predict the reaction product. The product is: [CH2:1]([O:3][C:4]([CH:6]1[CH2:10][CH2:9][CH2:8][CH:7]1[NH:11][CH2:12][CH2:13][C:14]([CH3:15])([CH3:17])[CH3:16])=[O:5])[CH3:2].